From a dataset of Full USPTO retrosynthesis dataset with 1.9M reactions from patents (1976-2016). Predict the reactants needed to synthesize the given product. The reactants are: C1C2C(=CC=C(S(N(CC(O)=O)C3C=CC(C)=CC=3)(=O)=O)C=2)CCN1.C(NCC)C.[CH2:31]([N:33]([CH2:60][CH3:61])[C:34](=[O:59])[CH2:35][N:36]([S:44]([C:47]1[CH:56]=[C:55]2[C:50]([CH2:51][CH2:52][N:53](C=O)[CH2:54]2)=[CH:49][CH:48]=1)(=[O:46])=[O:45])[C:37]1[CH:42]=[CH:41][C:40]([CH3:43])=[CH:39][CH:38]=1)[CH3:32]. Given the product [CH2:60]([N:33]([CH2:31][CH3:32])[C:34](=[O:59])[CH2:35][N:36]([S:44]([C:47]1[CH:56]=[C:55]2[C:50]([CH2:51][CH2:52][NH:53][CH2:54]2)=[CH:49][CH:48]=1)(=[O:46])=[O:45])[C:37]1[CH:42]=[CH:41][C:40]([CH3:43])=[CH:39][CH:38]=1)[CH3:61], predict the reactants needed to synthesize it.